Predict which catalyst facilitates the given reaction. From a dataset of Catalyst prediction with 721,799 reactions and 888 catalyst types from USPTO. (1) Reactant: [Cl:1][C:2]1[CH:8]=[CH:7][C:5]([NH2:6])=[CH:4][CH:3]=1.[F:9][C:10]1[CH:17]=[CH:16][CH:15]=[C:14]([F:18])[C:11]=1[CH:12]=O. Product: [Cl:1][C:2]1[CH:8]=[CH:7][C:5]([N:6]=[CH:12][C:11]2[C:10]([F:9])=[CH:17][CH:16]=[CH:15][C:14]=2[F:18])=[CH:4][CH:3]=1. The catalyst class is: 5. (2) Reactant: [NH2:1][CH:2]([C:14]1[CH:19]=[CH:18][CH:17]=[CH:16][CH:15]=1)[C:3]([O:5][C@@H:6]1[CH:11]2[CH2:12][CH2:13][N:8]([CH2:9][CH2:10]2)[CH2:7]1)=[O:4].[C:20]1([S:26](Cl)(=[O:28])=[O:27])[CH:25]=[CH:24][CH:23]=[CH:22][CH:21]=1. Product: [C:14]1([CH:2]([NH:1][S:26]([C:20]2[CH:25]=[CH:24][CH:23]=[CH:22][CH:21]=2)(=[O:28])=[O:27])[C:3]([O:5][C@@H:6]2[CH:11]3[CH2:10][CH2:9][N:8]([CH2:13][CH2:12]3)[CH2:7]2)=[O:4])[CH:19]=[CH:18][CH:17]=[CH:16][CH:15]=1. The catalyst class is: 2. (3) Reactant: [NH2:1][C@@:2]([C:14]1[CH:19]=[C:18]([C:20]2[CH:21]=[N:22][CH:23]=[N:24][CH:25]=2)[C:17]([F:26])=[CH:16][C:15]=1[F:27])([CH3:13])[CH2:3][C@H:4]([C:6]1[C:7]([CH3:12])=[N:8][O:9][C:10]=1[CH3:11])[OH:5].[C:28]([N:36]=[C:37]=[S:38])(=[O:35])[C:29]1[CH:34]=[CH:33][CH:32]=[CH:31][CH:30]=1. Product: [F:27][C:15]1[CH:16]=[C:17]([F:26])[C:18]([C:20]2[CH:25]=[N:24][CH:23]=[N:22][CH:21]=2)=[CH:19][C:14]=1[C@@:2]([NH:1][C:37]([NH:36][C:28](=[O:35])[C:29]1[CH:30]=[CH:31][CH:32]=[CH:33][CH:34]=1)=[S:38])([CH2:3][C@H:4]([C:6]1[C:7]([CH3:12])=[N:8][O:9][C:10]=1[CH3:11])[OH:5])[CH3:13]. The catalyst class is: 2. (4) Reactant: [C:1]([Br:5])(Br)(Br)[Br:2].C1(P(C2C=CC=CC=2)C2C=CC=CC=2)C=CC=CC=1.[Si:25]([N:32]1[C@H:35]([CH:36]=O)[CH2:34][C:33]1=[O:38])([C:28]([CH3:31])([CH3:30])[CH3:29])([CH3:27])[CH3:26].C([O-])(O)=O.[Na+]. Product: [Si:25]([N:32]1[C@H:35]([CH:36]=[C:1]([Br:5])[Br:2])[CH2:34][C:33]1=[O:38])([C:28]([CH3:31])([CH3:30])[CH3:29])([CH3:27])[CH3:26]. The catalyst class is: 4. (5) Reactant: I[C:2]1[N:6]2[CH:7]=[CH:8][C:9]([C:11]3[CH:18]=[CH:17][C:14]([CH:15]=[O:16])=[CH:13][CH:12]=3)=[CH:10][C:5]2=[N:4][CH:3]=1.[C:19]1(B(O)O)[CH:24]=[CH:23][CH:22]=[CH:21][CH:20]=1.C(=O)([O-])[O-].[Na+].[Na+].[Cl-].[Li+]. Product: [C:19]1([C:2]2[N:6]3[CH:7]=[CH:8][C:9]([C:11]4[CH:18]=[CH:17][C:14]([CH:15]=[O:16])=[CH:13][CH:12]=4)=[CH:10][C:5]3=[N:4][CH:3]=2)[CH:24]=[CH:23][CH:22]=[CH:21][CH:20]=1. The catalyst class is: 12. (6) Reactant: [Cl-].[Al+3].[Cl-].[Cl-].[C:5]1([CH3:11])[CH:10]=[CH:9][CH:8]=[CH:7][CH:6]=1.[F:12][C:13]1[CH:21]=[CH:20][C:16]([C:17](Cl)=[O:18])=[CH:15][CH:14]=1.O. Product: [CH3:11][C:5]1[CH:10]=[CH:9][C:8]([C:17]([C:16]2[CH:20]=[CH:21][C:13]([F:12])=[CH:14][CH:15]=2)=[O:18])=[CH:7][CH:6]=1. The catalyst class is: 635. (7) Reactant: C(OC([N:8]1[CH2:13][CH2:12][N:11]([C:14](=[O:28])[C:15]2[CH:20]=[CH:19][C:18]([CH2:21][N:22]3[CH2:27][CH2:26][O:25][CH2:24][CH2:23]3)=[CH:17][CH:16]=2)[CH2:10][CH2:9]1)=O)(C)(C)C.[C:29](OC(N1CCN(C(=O)C2C=CC(C=O)=CC=2)CC1)=O)([CH3:32])(C)[CH3:30].N1CCOCC1.[BH-](OC(C)=O)(OC(C)=O)OC(C)=O.[Na+]. Product: [CH:32]1([N:8]2[CH2:13][CH2:12][N:11]([C:14]([C:15]3[CH:20]=[CH:19][C:18]([CH2:21][N:22]4[CH2:27][CH2:26][O:25][CH2:24][CH2:23]4)=[CH:17][CH:16]=3)=[O:28])[CH2:10][CH2:9]2)[CH2:29][CH2:30]1. The catalyst class is: 5.